The task is: Regression. Given two drug SMILES strings and cell line genomic features, predict the synergy score measuring deviation from expected non-interaction effect.. This data is from NCI-60 drug combinations with 297,098 pairs across 59 cell lines. Drug 1: CC1C(C(CC(O1)OC2CC(CC3=C2C(=C4C(=C3O)C(=O)C5=C(C4=O)C(=CC=C5)OC)O)(C(=O)C)O)N)O.Cl. Drug 2: CS(=O)(=O)OCCCCOS(=O)(=O)C. Cell line: UO-31. Synergy scores: CSS=7.03, Synergy_ZIP=-4.31, Synergy_Bliss=-4.05, Synergy_Loewe=-25.0, Synergy_HSA=-2.19.